Dataset: Forward reaction prediction with 1.9M reactions from USPTO patents (1976-2016). Task: Predict the product of the given reaction. (1) Given the reactants [Br:1][C:2]1[CH:7]=[CH:6][C:5]([NH:8]C=O)=[C:4]([C:11](=[O:24])[CH2:12][C:13]2[CH:18]=[CH:17][C:16]([C:19]([C:22]#[N:23])([CH3:21])[CH3:20])=[CH:15][CH:14]=2)[CH:3]=1.Cl, predict the reaction product. The product is: [NH2:8][C:5]1[CH:6]=[CH:7][C:2]([Br:1])=[CH:3][C:4]=1[C:11](=[O:24])[CH2:12][C:13]1[CH:18]=[CH:17][C:16]([C:19]([CH3:20])([CH3:21])[C:22]#[N:23])=[CH:15][CH:14]=1. (2) Given the reactants [C:1]([O:5][C:6]([N:8]1[CH2:12][CH2:11][CH:10]([CH2:13][NH:14][C:15]2[C:16]3[N:17]([N:21]=[C:22](Cl)[N:23]=3)[CH:18]=[CH:19][CH:20]=2)[CH2:9]1)=[O:7])([CH3:4])([CH3:3])[CH3:2].[CH3:25][N:26]1[CH2:31][CH2:30][N:29]([C:32]2[CH:37]=[CH:36][C:35]([NH2:38])=[CH:34][CH:33]=2)[CH2:28][CH2:27]1.C1(P(C2CCCCC2)C2C=CC=CC=2C2C=CC=CC=2P(C2CCCCC2)C2CCCCC2)CCCCC1, predict the reaction product. The product is: [C:1]([O:5][C:6]([N:8]1[CH2:12][CH2:11][CH:10]([CH2:13][NH:14][C:15]2[C:16]3[N:17]([N:21]=[C:22]([NH:38][C:35]4[CH:34]=[CH:33][C:32]([N:29]5[CH2:28][CH2:27][N:26]([CH3:25])[CH2:31][CH2:30]5)=[CH:37][CH:36]=4)[N:23]=3)[CH:18]=[CH:19][CH:20]=2)[CH2:9]1)=[O:7])([CH3:4])([CH3:3])[CH3:2]. (3) Given the reactants [CH3:1][O:2][C:3](=[O:7])[CH2:4][C:5]#[N:6].Br[CH2:9][CH2:10][O:11][CH2:12][CH2:13]Br.C1CCN2C(=NCCC2)CC1.O, predict the reaction product. The product is: [C:5]([C:4]1([C:3]([O:2][CH3:1])=[O:7])[CH2:13][CH2:12][O:11][CH2:10][CH2:9]1)#[N:6]. (4) Given the reactants [NH:1]1[CH2:6][CH2:5][O:4][CH2:3][CH2:2]1.[CH3:7][CH2:8][CH2:9][CH2:10][CH2:11][C@@H:12]([OH:53])[C@H:13]1[C:40](=[O:41])[O:39][C@H:38]([CH3:42])[C@@H:37]([OH:43])[CH:36]=[CH:35][CH:34]=[CH:33][CH:32]=[CH:31][CH:30]=[CH:29][CH:28]=[C:27]([CH3:44])[C@@H:26]([OH:45])[C@H:25]([OH:46])[C@H:24]([OH:47])[CH2:23][C@H:22]([OH:48])[CH2:21][C@H:20]([OH:49])[CH2:19][C@H:18]([OH:50])[CH2:17][C@H:16]([OH:51])[CH2:15][C@@H:14]1[OH:52], predict the reaction product. The product is: [CH3:7][CH2:8][CH2:9][CH2:10][CH2:11][C@@H:12]([OH:53])[C@H:13]1[C:40](=[O:41])[O:39][C@H:38]([CH3:42])[C@@H:37]([OH:43])[CH:36]=[CH:35][CH:34]=[CH:33][CH:32]=[CH:31][CH:30]=[CH:29][CH:28]=[C:27]([CH3:44])[C@@H:26]([OH:45])[C@H:25]([OH:46])[C@H:24]([OH:47])[CH2:23][C@H:22]([OH:48])[CH2:21][C@H:20]([OH:49])[CH2:19][C@H:18]([OH:50])[CH2:17][C@H:16]([OH:51])[CH2:15][C@@H:14]1[OH:52].[NH:1]1[CH2:6][CH2:5][O:4][CH2:3][CH2:2]1. (5) Given the reactants [N:1]1([CH2:8][CH2:9][O:10][C:11]2[CH:38]=[CH:37][C:14]([C:15]([C:17]3[C:26]4[C:21](=[CH:22][C:23]([O:27][CH3:28])=[CH:24][CH:25]=4)[CH:20]=[CH:19][C:18]=3OS(C(F)(F)F)(=O)=O)=[O:16])=[CH:13][CH:12]=2)[CH2:7][CH2:6][CH2:5][CH2:4][CH2:3][CH2:2]1.[F:39][C:40]1[CH:45]=[C:44]([F:46])[CH:43]=[CH:42][C:41]=1B(O)O.N1(CCOC2C=CC(C=O)=CC=2)CCCCC1, predict the reaction product. The product is: [N:1]1([CH2:8][CH2:9][O:10][C:11]2[CH:12]=[CH:13][C:14]([C:15]([C:17]3[C:26]4[C:21](=[CH:22][C:23]([O:27][CH3:28])=[CH:24][CH:25]=4)[CH:20]=[CH:19][C:18]=3[C:41]3[CH:42]=[CH:43][C:44]([F:46])=[CH:45][C:40]=3[F:39])=[O:16])=[CH:37][CH:38]=2)[CH2:7][CH2:6][CH2:5][CH2:4][CH2:3][CH2:2]1.